This data is from Peptide-MHC class I binding affinity with 185,985 pairs from IEDB/IMGT. The task is: Regression. Given a peptide amino acid sequence and an MHC pseudo amino acid sequence, predict their binding affinity value. This is MHC class I binding data. (1) The peptide sequence is GWGNGCGLF. The MHC is HLA-A23:01 with pseudo-sequence HLA-A23:01. The binding affinity (normalized) is 0.340. (2) The peptide sequence is SLASIGTSF. The MHC is HLA-A26:02 with pseudo-sequence HLA-A26:02. The binding affinity (normalized) is 0.635. (3) The peptide sequence is MMQNDYGGM. The MHC is HLA-A68:02 with pseudo-sequence HLA-A68:02. The binding affinity (normalized) is 0. (4) The peptide sequence is YELDLWGKI. The MHC is HLA-A26:01 with pseudo-sequence HLA-A26:01. The binding affinity (normalized) is 0.0847. (5) The peptide sequence is RLKPVGSAY. The MHC is HLA-A69:01 with pseudo-sequence HLA-A69:01. The binding affinity (normalized) is 0.0847.